Dataset: Reaction yield outcomes from USPTO patents with 853,638 reactions. Task: Predict the reaction yield, written as a fraction of the theoretical maximum amount of product (1.0 means a 100% yield; for example, 0.34 means a 34% yield). (1) The reactants are [C:1]([O:5][C:6](=[O:17])[NH:7][CH2:8][C@H:9]1[CH2:14][CH2:13][C@H:12]([CH2:15][OH:16])[CH2:11][CH2:10]1)([CH3:4])([CH3:3])[CH3:2].[H-].[Al+3].[Li+].[H-].[H-].[H-].[C:24](OC(OC(OC(C)(C)C)=O)=O)(C)(C)C.O. The catalyst is O1CCCC1.C(OCC)(=O)C.CO.C(N(CC)CC)C. The product is [C:1]([O:5][C:6](=[O:17])[N:7]([CH2:8][C@H:9]1[CH2:10][CH2:11][C@H:12]([CH2:15][OH:16])[CH2:13][CH2:14]1)[CH3:24])([CH3:4])([CH3:2])[CH3:3]. The yield is 0.820. (2) The reactants are [NH2:1][C:2]1[CH:3]=[C:4]([C:9]2[CH:14]=[C:13](F)[N:12]=[C:11]([NH:16][CH2:17][CH2:18][OH:19])[CH:10]=2)[C:5]([CH3:8])=[N:6][CH:7]=1.C(=O)([O-])[O-].[K+].[K+].[NH:26]1[CH2:31][CH2:30][O:29][CH2:28][CH2:27]1. The catalyst is CS(C)=O. The product is [NH2:1][C:2]1[CH:3]=[C:4]([C:9]2[CH:14]=[C:13]([N:26]3[CH2:31][CH2:30][O:29][CH2:28][CH2:27]3)[N:12]=[C:11]([NH:16][CH2:17][CH2:18][OH:19])[CH:10]=2)[C:5]([CH3:8])=[N:6][CH:7]=1. The yield is 0.580. (3) The yield is 0.290. The catalyst is C1COCC1.CO.O. The reactants are [CH3:1][C:2]1[C:6]([C:7]2[C:15]3[C:10](=[N:11][CH:12]=[C:13]([C:16]4[CH:21]=[CH:20][C:19]([N:22]5[CH2:27][CH2:26][N:25]([C:28]([O:30][C:31]([CH3:34])([CH3:33])[CH3:32])=[O:29])[CH2:24][CH2:23]5)=[CH:18][CH:17]=4)[CH:14]=3)[N:9](S(C3C=CC(C)=CC=3)(=O)=O)[CH:8]=2)=[C:5]([CH3:45])[N:4]([CH2:46][C:47]2[CH:52]=[CH:51][CH:50]=[C:49]([CH3:53])[CH:48]=2)[N:3]=1.[OH-].[Li+]. The product is [CH3:1][C:2]1[C:6]([C:7]2[C:15]3[C:10](=[N:11][CH:12]=[C:13]([C:16]4[CH:17]=[CH:18][C:19]([N:22]5[CH2:27][CH2:26][N:25]([C:28]([O:30][C:31]([CH3:34])([CH3:33])[CH3:32])=[O:29])[CH2:24][CH2:23]5)=[CH:20][CH:21]=4)[CH:14]=3)[NH:9][CH:8]=2)=[C:5]([CH3:45])[N:4]([CH2:46][C:47]2[CH:52]=[CH:51][CH:50]=[C:49]([CH3:53])[CH:48]=2)[N:3]=1. (4) The reactants are Br[C:2]1[CH:3]=[N:4][CH:5]=[C:6]([Br:8])[CH:7]=1.[CH3:9][C:10]1[C:14](B2OC(C)(C)C(C)(C)O2)=[C:13]([CH3:24])[O:12][N:11]=1.C(=O)([O-])[O-].[K+].[K+]. The catalyst is O1CCOCC1.O. The product is [Br:8][C:6]1[CH:7]=[C:2]([C:14]2[C:10]([CH3:9])=[N:11][O:12][C:13]=2[CH3:24])[CH:3]=[N:4][CH:5]=1. The yield is 0.710. (5) The reactants are [Cl:1][C:2]1[CH:3]=[C:4]2[C:9](=[CH:10][CH:11]=1)[N:8]=[C:7]([NH:12][C:13](=[O:17])OCC)[C:6]([O:18][CH3:19])=[N:5]2.[F:20][C:21]1[CH:26]=[CH:25][CH:24]=[CH:23][C:22]=1[N:27]1[CH2:32][CH2:31][NH:30][CH2:29][CH2:28]1. No catalyst specified. The product is [Cl:1][C:2]1[CH:3]=[C:4]2[C:9](=[CH:10][CH:11]=1)[N:8]=[C:7]([NH:12][C:13]([N:30]1[CH2:29][CH2:28][N:27]([C:22]3[CH:23]=[CH:24][CH:25]=[CH:26][C:21]=3[F:20])[CH2:32][CH2:31]1)=[O:17])[C:6]([O:18][CH3:19])=[N:5]2. The yield is 0.930. (6) The reactants are [CH:1]([O:4][C:5]1[CH:14]=[CH:13][CH:12]=[C:11]2[C:6]=1[CH2:7][CH2:8][C:9]([NH2:18])([C:15]([OH:17])=[O:16])[CH2:10]2)([CH3:3])[CH3:2].C(N(CC)CC)C.[C:26](=O)([O:42]N1C(=O)CCC1=O)[O:27][CH2:28][CH:29]1[C:41]2[CH:40]=[CH:39][CH:38]=[CH:37][C:36]=2[C:35]2[C:30]1=[CH:31][CH:32]=[CH:33][CH:34]=2. The catalyst is C(#N)C.O. The product is [C:26]([CH:10]1[C:11]2[C:6](=[C:5]([O:4][CH:1]([CH3:3])[CH3:2])[CH:14]=[CH:13][CH:12]=2)[CH2:7][CH2:8][C:9]1([NH2:18])[C:15]([OH:17])=[O:16])([O:27][CH2:28][CH:29]1[C:30]2[C:35](=[CH:34][CH:33]=[CH:32][CH:31]=2)[C:36]2[C:41]1=[CH:40][CH:39]=[CH:38][CH:37]=2)=[O:42]. The yield is 0.180.